Dataset: Full USPTO retrosynthesis dataset with 1.9M reactions from patents (1976-2016). Task: Predict the reactants needed to synthesize the given product. (1) Given the product [CH:10]1[C:11]2[N:12]([CH2:20][C:19]3[CH:22]=[CH:23][C:16]([CH:14]=[CH2:15])=[CH:17][CH:18]=3)[C:13]3[C:5](=[CH:4][CH:3]=[CH:2][CH:1]=3)[C:6]=2[CH:7]=[CH:8][CH:9]=1, predict the reactants needed to synthesize it. The reactants are: [CH:1]1[C:13]2[NH:12][C:11]3[C:6](=[CH:7][CH:8]=[CH:9][CH:10]=3)[C:5]=2[CH:4]=[CH:3][CH:2]=1.[CH:14]([C:16]1[CH:23]=[CH:22][C:19]([CH2:20]Cl)=[CH:18][CH:17]=1)=[CH2:15].[OH-].[Na+]. (2) Given the product [O:4]1[C:5]2([CH2:10][CH2:9][C:8]([C:11]3[C:19]4[C:14](=[CH:15][C:16]([F:20])=[CH:17][CH:18]=4)[NH:13][CH:12]=3)=[CH:7][CH2:6]2)[O:1][CH2:2][CH2:3]1, predict the reactants needed to synthesize it. The reactants are: [O:1]1[C:5]2([CH2:10][CH2:9][C:8]([C:11]3[C:19]4[C:14](=[CH:15][CH:16]=[CH:17][CH:18]=4)[NH:13][CH:12]=3)=[CH:7][CH2:6]2)[O:4][CH2:3][CH2:2]1.[F:20]C1C=C2C(C=CN2)=CC=1.